From a dataset of Catalyst prediction with 721,799 reactions and 888 catalyst types from USPTO. Predict which catalyst facilitates the given reaction. (1) Reactant: [Cl:1][C:2]1[CH:3]=[C:4]([CH2:31][C:32]([O:34]C)=[O:33])[CH:5]=[CH:6][C:7]=1[O:8][C:9]1[C:18]([NH:19][S:20]([C:23]2[CH:28]=[CH:27][C:26]([Cl:29])=[CH:25][C:24]=2[Cl:30])(=[O:22])=[O:21])=[CH:17][C:12]2[N:13]=[C:14]([CH3:16])[NH:15][C:11]=2[CH:10]=1.[Li+].[OH-].Cl. Product: [Cl:1][C:2]1[CH:3]=[C:4]([CH2:31][C:32]([OH:34])=[O:33])[CH:5]=[CH:6][C:7]=1[O:8][C:9]1[C:18]([NH:19][S:20]([C:23]2[CH:28]=[CH:27][C:26]([Cl:29])=[CH:25][C:24]=2[Cl:30])(=[O:21])=[O:22])=[CH:17][C:12]2[N:13]=[C:14]([CH3:16])[NH:15][C:11]=2[CH:10]=1. The catalyst class is: 1. (2) Reactant: [Cl:1][C:2]1[CH:7]=[C:6]2[NH:8][C:9](=[O:42])[C:10]3([CH:15]([C:16]4[CH:21]=[C:20]([Cl:22])[CH:19]=[CH:18][C:17]=4[O:23][C:24]([C:29]([O:31]C)=[O:30])([CH2:27][CH3:28])[CH2:25][CH3:26])[CH2:14][C:13](=[O:33])[NH:12][CH:11]3[C:34]3[CH:39]=[C:38]([F:40])[CH:37]=[CH:36][C:35]=3[CH3:41])[C:5]2=[CH:4][C:3]=1[F:43].O[Li].O.O.Cl. Product: [Cl:1][C:2]1[CH:7]=[C:6]2[NH:8][C:9](=[O:42])[C:10]3([CH:15]([C:16]4[CH:21]=[C:20]([Cl:22])[CH:19]=[CH:18][C:17]=4[O:23][C:24]([C:29]([OH:31])=[O:30])([CH2:27][CH3:28])[CH2:25][CH3:26])[CH2:14][C:13](=[O:33])[NH:12][CH:11]3[C:34]3[CH:39]=[C:38]([F:40])[CH:37]=[CH:36][C:35]=3[CH3:41])[C:5]2=[CH:4][C:3]=1[F:43]. The catalyst class is: 5. (3) Reactant: [Cl:1][C:2]1[C:3]([CH3:31])=[C:4]([CH:28]2[CH2:30][O:29]2)[C:5]([O:26][CH3:27])=[C:6]([CH:8]([NH:10][C:11]2[N:19]=[CH:18][N:17]=[C:16]3[C:12]=2[N:13]=[CH:14][N:15]3[CH:20]2[CH2:25][CH2:24][CH2:23][CH2:22][O:21]2)[CH3:9])[CH:7]=1.[CH:32]([NH2:35])([CH3:34])[CH3:33].CCN(C(C)C)C(C)C.CO. Product: [Cl:1][C:2]1[C:3]([CH3:31])=[C:4]([CH:28]([OH:29])[CH2:30][NH:35][CH:32]([CH3:34])[CH3:33])[C:5]([O:26][CH3:27])=[C:6]([CH:8]([NH:10][C:11]2[N:19]=[CH:18][N:17]=[C:16]3[C:12]=2[N:13]=[CH:14][N:15]3[CH:20]2[CH2:25][CH2:24][CH2:23][CH2:22][O:21]2)[CH3:9])[CH:7]=1. The catalyst class is: 2. (4) Reactant: Br[C:2]1[S:6][CH:5]=[N:4][C:3]=1[CH:7]([CH3:9])[CH3:8].[C:10](=O)([O-])[O-].[K+].[K+].[CH3:16][O:17][C:18](=[O:41])[C:19]1C=C(B2OC(C)(C)C(C)(C)O2)C=[C:21]([C:34]2[CH:39]=[CH:38][C:37]([CH3:40])=[CH:36][N:35]=2)[CH:20]=1.CCO[C:45]([CH3:47])=O. Product: [CH3:16][O:17][C:18](=[O:41])[C:19]1[CH:20]=[C:21]([C:34]2[CH:39]=[CH:38][C:37]([CH3:40])=[CH:36][N:35]=2)[CH:9]=[C:7]([C:3]2[N:4]=[CH:5][S:6][C:2]=2[CH:45]([CH3:47])[CH3:10])[CH:8]=1. The catalyst class is: 108. (5) Reactant: [F:1][C:2]1[CH:7]=[CH:6][C:5]([N+:8]([O-])=O)=[CH:4][C:3]=1[C@:11]12[CH2:19][O:18][C@H:17]([CH3:20])[C@H:16]1[C:15](=[O:21])[N:14]([CH3:22])[C:13]([NH:23][C:24](=[O:30])[O:25][C:26]([CH3:29])([CH3:28])[CH3:27])=[N:12]2.[H][H]. Product: [NH2:8][C:5]1[CH:6]=[CH:7][C:2]([F:1])=[C:3]([C@:11]23[CH2:19][O:18][C@H:17]([CH3:20])[C@H:16]2[C:15](=[O:21])[N:14]([CH3:22])[C:13]([NH:23][C:24](=[O:30])[O:25][C:26]([CH3:28])([CH3:27])[CH3:29])=[N:12]3)[CH:4]=1. The catalyst class is: 29. (6) Reactant: [CH:1]([N:4]([CH2:16][C:17]([O:19][CH2:20][CH3:21])=[O:18])[C:5](=[O:15])[C:6]1[C:11]([CH:12]=C)=[CH:10][CH:9]=[CH:8][C:7]=1[CH3:14])([CH3:3])[CH3:2].I([O-])(=O)(=O)=[O:23].[Na+]. Product: [CH:12]([C:11]1[CH:10]=[CH:9][CH:8]=[C:7]([CH3:14])[C:6]=1[C:5]([N:4]([CH2:16][C:17]([O:19][CH2:20][CH3:21])=[O:18])[CH:1]([CH3:3])[CH3:2])=[O:15])=[O:23]. The catalyst class is: 785. (7) Reactant: Cl[C:2]1[N:3]=[C:4]([O:29][CH:30]2[CH2:34][CH2:33][CH2:32][CH2:31]2)[C:5]2[C:10]([C:11]3[CH:20]=[CH:19][C:14]4[N:15]=[C:16]([CH3:18])[O:17][C:13]=4[CH:12]=3)=[CH:9][N:8]([CH2:21][O:22][CH2:23][CH2:24][Si:25]([CH3:28])([CH3:27])[CH3:26])[C:6]=2[N:7]=1.[NH2:35][C:36]1[CH:48]=[CH:47][C:39]([C:40]([NH:42][CH:43]2[CH2:46][O:45][CH2:44]2)=[O:41])=[CH:38][C:37]=1[O:49][CH3:50].C(=O)([O-])[O-].[Cs+].[Cs+].C1(P(C2C=CC=CC=2)C2C=CC3C(=CC=CC=3)C=2C2C3C(=CC=CC=3)C=CC=2P(C2C=CC=CC=2)C2C=CC=CC=2)C=CC=CC=1. Product: [CH:30]1([O:29][C:4]2[C:5]3[C:10]([C:11]4[CH:20]=[CH:19][C:14]5[N:15]=[C:16]([CH3:18])[O:17][C:13]=5[CH:12]=4)=[CH:9][N:8]([CH2:21][O:22][CH2:23][CH2:24][Si:25]([CH3:28])([CH3:27])[CH3:26])[C:6]=3[N:7]=[C:2]([NH:35][C:36]3[CH:48]=[CH:47][C:39]([C:40]([NH:42][CH:43]4[CH2:44][O:45][CH2:46]4)=[O:41])=[CH:38][C:37]=3[O:49][CH3:50])[N:3]=2)[CH2:34][CH2:33][CH2:32][CH2:31]1. The catalyst class is: 160. (8) Reactant: [C:1]([NH:5][C:6]([C:8]1[C:12]2=[N:13][C:14]([C:17]3[C:25]4[C:20](=[CH:21][CH:22]=[C:23]([O:26][CH:27]([F:29])[F:28])[CH:24]=4)[NH:19][N:18]=3)=[CH:15][N:16]=[C:11]2[N:10]([C:30]([C:43]2[CH:48]=[CH:47][CH:46]=[CH:45][CH:44]=2)([C:37]2[CH:42]=[CH:41][CH:40]=[CH:39][CH:38]=2)[C:31]2[CH:36]=[CH:35][CH:34]=[CH:33][CH:32]=2)[CH:9]=1)=[O:7])([CH3:4])([CH3:3])[CH3:2].C([O-])([O-])=O.[K+].[K+].Cl[CH2:56][CH2:57][CH2:58][C:59]([CH3:64])([N+:61]([O-:63])=[O:62])[CH3:60]. Product: [C:1]([NH:5][C:6]([C:8]1[C:12]2=[N:13][C:14]([C:17]3[C:25]4[C:20](=[CH:21][CH:22]=[C:23]([O:26][CH:27]([F:29])[F:28])[CH:24]=4)[N:19]([CH2:56][CH2:57][CH2:58][C:59]([CH3:64])([N+:61]([O-:63])=[O:62])[CH3:60])[N:18]=3)=[CH:15][N:16]=[C:11]2[N:10]([C:30]([C:37]2[CH:42]=[CH:41][CH:40]=[CH:39][CH:38]=2)([C:31]2[CH:32]=[CH:33][CH:34]=[CH:35][CH:36]=2)[C:43]2[CH:48]=[CH:47][CH:46]=[CH:45][CH:44]=2)[CH:9]=1)=[O:7])([CH3:4])([CH3:2])[CH3:3]. The catalyst class is: 3. (9) Reactant: [O:1]1[C:5]2[CH:6]=[CH:7][C:8]([C:10]3(O)[C:18]4[C:13](=[N:14][CH:15]=[CH:16][CH:17]=4)[N:12]([CH2:19][CH2:20][CH2:21][CH2:22][CH3:23])[C:11]3=[O:24])=[CH:9][C:4]=2[O:3][CH2:2]1.C(N(C(C)C)CC)(C)C.S(Cl)(Cl)=O.[CH2:39]([NH2:46])[C:40]1[CH:45]=[CH:44][CH:43]=[CH:42][CH:41]=1. Product: [O:1]1[C:5]2[CH:6]=[CH:7][C:8]([C:10]3([NH:46][CH2:39][C:40]4[CH:45]=[CH:44][CH:43]=[CH:42][CH:41]=4)[C:18]4[C:13](=[N:14][CH:15]=[CH:16][CH:17]=4)[N:12]([CH2:19][CH2:20][CH2:21][CH2:22][CH3:23])[C:11]3=[O:24])=[CH:9][C:4]=2[O:3][CH2:2]1. The catalyst class is: 46.